From a dataset of Catalyst prediction with 721,799 reactions and 888 catalyst types from USPTO. Predict which catalyst facilitates the given reaction. (1) Reactant: CCN(C(C)C)C(C)C.[Li]CCCC.[CH3:15][O:16][C:17]1([O:28][CH3:29])[CH2:22][CH2:21][CH:20]([C:23]([O:25][CH2:26][CH3:27])=[O:24])[CH2:19][CH2:18]1.Cl[C:31]([O:33][CH3:34])=[O:32]. The catalyst class is: 1. Product: [CH3:15][O:16][C:17]1([O:28][CH3:29])[CH2:22][CH2:21][C:20]([C:31]([O:33][CH3:34])=[O:32])([C:23]([O:25][CH2:26][CH3:27])=[O:24])[CH2:19][CH2:18]1. (2) Product: [C:17]1([C:23](=[N:30][C@@H:31]([CH2:3][C:4]2[CH:9]=[N:8][C:7]([C:10]3[CH:15]=[CH:14][CH:13]=[CH:12][C:11]=3[CH3:16])=[CH:6][CH:5]=2)[C:32]([O:34][C:35]([CH3:38])([CH3:37])[CH3:36])=[O:33])[C:24]2[CH:25]=[CH:26][CH:27]=[CH:28][CH:29]=2)[CH:18]=[CH:19][CH:20]=[CH:21][CH:22]=1. Reactant: Br.Br[CH2:3][C:4]1[CH:5]=[CH:6][C:7]([C:10]2[CH:15]=[CH:14][CH:13]=[CH:12][C:11]=2[CH3:16])=[N:8][CH:9]=1.[C:17]1([C:23](=[N:30][CH2:31][C:32]([O:34][C:35]([CH3:38])([CH3:37])[CH3:36])=[O:33])[C:24]2[CH:29]=[CH:28][CH:27]=[CH:26][CH:25]=2)[CH:22]=[CH:21][CH:20]=[CH:19][CH:18]=1.C=CCO[C@H](C1C2C(=CC=CC=2)N=CC=1)[C@H]1[N+]2(CC3C4C(=CC=CC=4)C=C4C=3C=CC=C4)C[C@H](C=C)[C@@H](CC2)C1.[Br-].C(N=P1(N(CC)CC)N(C)CCCN1C)(C)(C)C. The catalyst class is: 4. (3) Reactant: N[CH2:2][C:3]1[O:7][C:6]([C:8]2[CH:13]=[CH:12][C:11]([C:14]3[C:19]([CH3:20])=[C:18]([F:21])[CH:17]=[C:16]([C:22]([NH:24][CH:25]4[CH2:27][CH2:26]4)=[O:23])[CH:15]=3)=[CH:10][CH:9]=2)=[N:5][N:4]=1.N([O-])=[O:29].[Na+].[OH-].[Na+]. Product: [CH:25]1([NH:24][C:22]([C:16]2[CH:15]=[C:14]([C:11]3[CH:12]=[CH:13][C:8]([C:6]4[O:7][C:3]([CH2:2][OH:29])=[N:4][N:5]=4)=[CH:9][CH:10]=3)[C:19]([CH3:20])=[C:18]([F:21])[CH:17]=2)=[O:23])[CH2:26][CH2:27]1. The catalyst class is: 86. (4) Reactant: C(N(C(C)C)CC)(C)C.[N:10]1[CH:11]=[C:12](/[CH:19]=[CH:20]/[C:21]([OH:23])=O)[N:13]2[CH:18]=[CH:17][CH:16]=[CH:15][C:14]=12.[C:24]([O:28][C:29](=[O:38])[NH:30][C:31]1[CH:36]=[CH:35][CH:34]=[CH:33][C:32]=1[NH2:37])([CH3:27])([CH3:26])[CH3:25].F[P-](F)(F)(F)(F)F.N1(OC(N(C)C)=[N+](C)C)C2N=CC=CC=2N=N1. Product: [N:10]1[CH:11]=[C:12](/[CH:19]=[CH:20]/[C:21]([NH:37][C:32]2[CH:33]=[CH:34][CH:35]=[CH:36][C:31]=2[NH:30][C:29](=[O:38])[O:28][C:24]([CH3:26])([CH3:25])[CH3:27])=[O:23])[N:13]2[CH:18]=[CH:17][CH:16]=[CH:15][C:14]=12. The catalyst class is: 4. (5) Reactant: [F:1][C:2]1[CH:40]=[C:39]([NH:41][C:42](=[O:56])[CH2:43][C:44]2[CH:49]=[CH:48][C:47]([O:50][CH3:51])=[CH:46][C:45]=2[C:52]([F:55])([F:54])[F:53])[CH:38]=[CH:37][C:3]=1[C:4]([N:6]([CH2:32][C:33]([O:35]C)=[O:34])[CH2:7][C:8]1[CH:13]=[CH:12][C:11]([C:14]2[N:18]=[C:17]([C:19]3[CH:24]=[CH:23][C:22]([C:25]4[CH:30]=[CH:29][C:28]([CH3:31])=[CH:27][CH:26]=4)=[CH:21][CH:20]=3)[O:16][N:15]=2)=[CH:10][CH:9]=1)=[O:5].CO.[Li+].[OH-]. Product: [F:1][C:2]1[CH:40]=[C:39]([NH:41][C:42](=[O:56])[CH2:43][C:44]2[CH:49]=[CH:48][C:47]([O:50][CH3:51])=[CH:46][C:45]=2[C:52]([F:55])([F:53])[F:54])[CH:38]=[CH:37][C:3]=1[C:4]([N:6]([CH2:32][C:33]([OH:35])=[O:34])[CH2:7][C:8]1[CH:13]=[CH:12][C:11]([C:14]2[N:18]=[C:17]([C:19]3[CH:20]=[CH:21][C:22]([C:25]4[CH:26]=[CH:27][C:28]([CH3:31])=[CH:29][CH:30]=4)=[CH:23][CH:24]=3)[O:16][N:15]=2)=[CH:10][CH:9]=1)=[O:5]. The catalyst class is: 1. (6) Reactant: [OH:1][C:2]1[CH:10]=[C:9]2[C:5]([C:6](=O)[C:7](=[O:17])[N:8]2[C:11]2[CH:16]=[CH:15][CH:14]=[CH:13][CH:12]=2)=[CH:4][CH:3]=1.[F:19][C:20]([F:29])([F:28])[C:21]1[CH:22]=[C:23]([CH:25]=[CH:26][CH:27]=1)[NH2:24]. Product: [OH:1][C:2]1[CH:10]=[C:9]2[C:5]([C:6](=[N:24][C:23]3[CH:25]=[CH:26][CH:27]=[C:21]([C:20]([F:19])([F:28])[F:29])[CH:22]=3)[C:7](=[O:17])[N:8]2[C:11]2[CH:16]=[CH:15][CH:14]=[CH:13][CH:12]=2)=[CH:4][CH:3]=1. The catalyst class is: 322. (7) Product: [Br:1][C:11]1[C:12]([CH3:14])=[CH:13][C:4]([OH:3])=[C:5]([CH:10]=1)[C:6]([O:8][CH3:9])=[O:7]. Reactant: [Br:1]Br.[OH:3][C:4]1[CH:13]=[C:12]([CH3:14])[CH:11]=[CH:10][C:5]=1[C:6]([O:8][CH3:9])=[O:7]. The catalyst class is: 22. (8) Reactant: [C:1]([O:5][C:6]([N:8]1[CH2:14][CH2:13][CH:12]=[CH:11][CH2:10][CH2:9]1)=[O:7])([CH3:4])([CH3:3])[CH3:2].ClC1C=CC=C(C(OO)=[O:23])C=1.C(OC(=O)C)C. Product: [C:1]([O:5][C:6]([N:8]1[CH2:14][CH2:13][CH:12]2[CH:11]([O:23]2)[CH2:10][CH2:9]1)=[O:7])([CH3:4])([CH3:2])[CH3:3]. The catalyst class is: 4. (9) Reactant: [F:1][C:2]1[CH:21]=[C:20]([N+:22]([O-])=O)[CH:19]=[CH:18][C:3]=1[O:4][C:5]1[CH:10]=[CH:9][N:8]=[C:7]([NH:11][C:12]([C:14]2([CH3:17])[CH2:16][CH2:15]2)=[O:13])[CH:6]=1. Product: [NH2:22][C:20]1[CH:19]=[CH:18][C:3]([O:4][C:5]2[CH:10]=[CH:9][N:8]=[C:7]([NH:11][C:12]([C:14]3([CH3:17])[CH2:16][CH2:15]3)=[O:13])[CH:6]=2)=[C:2]([F:1])[CH:21]=1. The catalyst class is: 707.